This data is from NCI-60 drug combinations with 297,098 pairs across 59 cell lines. The task is: Regression. Given two drug SMILES strings and cell line genomic features, predict the synergy score measuring deviation from expected non-interaction effect. (1) Drug 1: CCCCCOC(=O)NC1=NC(=O)N(C=C1F)C2C(C(C(O2)C)O)O. Drug 2: CC1=C(C(=CC=C1)Cl)NC(=O)C2=CN=C(S2)NC3=CC(=NC(=N3)C)N4CCN(CC4)CCO. Cell line: MDA-MB-231. Synergy scores: CSS=14.3, Synergy_ZIP=-5.10, Synergy_Bliss=-4.55, Synergy_Loewe=0.133, Synergy_HSA=0.363. (2) Drug 1: CCCCC(=O)OCC(=O)C1(CC(C2=C(C1)C(=C3C(=C2O)C(=O)C4=C(C3=O)C=CC=C4OC)O)OC5CC(C(C(O5)C)O)NC(=O)C(F)(F)F)O. Drug 2: C1CCC(C(C1)N)N.C(=O)(C(=O)[O-])[O-].[Pt+4]. Cell line: A549. Synergy scores: CSS=61.1, Synergy_ZIP=-2.15, Synergy_Bliss=-5.14, Synergy_Loewe=-9.99, Synergy_HSA=-2.12. (3) Drug 1: CC1OCC2C(O1)C(C(C(O2)OC3C4COC(=O)C4C(C5=CC6=C(C=C35)OCO6)C7=CC(=C(C(=C7)OC)O)OC)O)O. Drug 2: C1=CN(C=N1)CC(O)(P(=O)(O)O)P(=O)(O)O. Cell line: SK-MEL-5. Synergy scores: CSS=-7.85, Synergy_ZIP=-9.16, Synergy_Bliss=-24.9, Synergy_Loewe=-32.2, Synergy_HSA=-25.7. (4) Drug 1: COC1=NC(=NC2=C1N=CN2C3C(C(C(O3)CO)O)O)N. Drug 2: C1=CN(C=N1)CC(O)(P(=O)(O)O)P(=O)(O)O. Cell line: T-47D. Synergy scores: CSS=-0.00750, Synergy_ZIP=-1.39, Synergy_Bliss=-3.27, Synergy_Loewe=-1.47, Synergy_HSA=-2.91.